From a dataset of Forward reaction prediction with 1.9M reactions from USPTO patents (1976-2016). Predict the product of the given reaction. (1) Given the reactants [CH2:1]1[CH:8]2[C:4]3([C:10]([NH:12][C:13]4[S:21][C:16]5[CH2:17][O:18][CH2:19][CH2:20][C:15]=5[C:14]=4[C:22](O)=[O:23])=[O:11])[CH2:5][CH:6]([CH2:9][CH:2]1[CH2:3]3)[CH2:7]2.[F:25][C:26]([F:31])([F:30])[CH2:27][CH2:28][NH2:29], predict the reaction product. The product is: [CH2:7]1[CH:8]2[C:4]3([C:10]([NH:12][C:13]4[S:21][C:16]5[CH2:17][O:18][CH2:19][CH2:20][C:15]=5[C:14]=4[C:22]([NH:29][CH2:28][CH2:27][C:26]([F:31])([F:30])[F:25])=[O:23])=[O:11])[CH2:3][CH:2]([CH2:9][CH:6]1[CH2:5]3)[CH2:1]2. (2) Given the reactants [Cl:1][C:2]1[CH:7]=[C:6]([Cl:8])[CH:5]=[CH:4][C:3]=1[NH:9][NH2:10].[C:11]([O:16][CH2:17][CH3:18])(=[O:15])[C:12]([CH3:14])=O.C(O)(=O)C, predict the reaction product. The product is: [Cl:1][C:2]1[CH:7]=[C:6]([Cl:8])[CH:5]=[CH:4][C:3]=1[NH:9][N:10]=[C:12]([CH3:14])[C:11]([O:16][CH2:17][CH3:18])=[O:15].